Dataset: Full USPTO retrosynthesis dataset with 1.9M reactions from patents (1976-2016). Task: Predict the reactants needed to synthesize the given product. (1) Given the product [CH3:11][C@:10]1([C:12]2[CH:13]=[C:14]3[C:19](=[CH:20][CH:21]=2)[C:18](=[O:22])[O:17][C@H:16]([CH3:23])[CH2:15]3)[O:24][CH2:2][C@@H:3]2[CH2:4][N:5]([C:25]([O:27][C:28]([CH3:31])([CH3:30])[CH3:29])=[O:26])[CH2:6][CH2:7][N:8]2[CH2:9]1, predict the reactants needed to synthesize it. The reactants are: O[CH2:2][C@@H:3]1[N:8]([CH2:9][C:10]([OH:24])([C:12]2[CH:13]=[C:14]3[C:19](=[CH:20][CH:21]=2)[C:18](=[O:22])[O:17][C@@H:16]([CH3:23])[CH2:15]3)[CH3:11])[CH2:7][CH2:6][N:5]([C:25]([O:27][C:28]([CH3:31])([CH3:30])[CH3:29])=[O:26])[CH2:4]1.C(C=P(CCCC)(CCCC)CCCC)#N. (2) The reactants are: [Cl:1][C:2]1[C:7]([CH2:8][CH2:9][C:10](OCC)=[O:11])=[C:6](Cl)[N:5]=[C:4](/[CH:16]=[CH:17]/[C:18]2[CH:23]=[CH:22][CH:21]=[CH:20][CH:19]=2)[N:3]=1.[NH4+:24].[OH-]. Given the product [Cl:1][C:2]1[C:7]2[CH2:8][CH2:9][C:10](=[O:11])[NH:24][C:6]=2[N:5]=[C:4](/[CH:16]=[CH:17]/[C:18]2[CH:23]=[CH:22][CH:21]=[CH:20][CH:19]=2)[N:3]=1, predict the reactants needed to synthesize it. (3) Given the product [CH3:1][O:2][C:3]1[CH:4]=[C:5]2[C:10](=[CH:11][CH:12]=1)[CH:9]=[C:8]([C:17]1[CH:18]=[C:19]([NH2:20])[CH:21]=[CH:22][CH:23]=1)[CH:7]=[CH:6]2, predict the reactants needed to synthesize it. The reactants are: [CH3:1][O:2][C:3]1[CH:4]=[C:5]2[C:10](=[CH:11][CH:12]=1)[CH:9]=[C:8](B(O)O)[CH:7]=[CH:6]2.Br[C:17]1[CH:18]=[C:19]([CH:21]=[CH:22][CH:23]=1)[NH2:20].C([O-])([O-])=O.[Na+].[Na+]. (4) Given the product [CH3:13][CH:12]([C:14]([C:34]1[CH:35]=[CH:36][C:37]([O:42][CH3:43])=[C:38]([O:40][CH3:41])[CH:39]=1)([C:32]#[N:33])[CH2:15][CH2:16][CH2:17][N:18]([CH2:20][CH2:21][C:22]1[CH:23]=[CH:24][C:25]([O:30][CH3:31])=[C:26]([O:28][CH3:29])[CH:27]=1)[CH3:19])[CH3:11], predict the reactants needed to synthesize it. The reactants are: C(O)(=O)C1C(=CC=CC=1)O.[CH3:11][CH:12]([C:14]([C:34]1[CH:35]=[CH:36][C:37]([O:42][CH3:43])=[C:38]([O:40][CH3:41])[CH:39]=1)([C:32]#[N:33])[CH2:15][CH2:16][CH2:17][N:18]([CH2:20][CH2:21][C:22]1[CH:23]=[CH:24][C:25]([O:30][CH3:31])=[C:26]([O:28][CH3:29])[CH:27]=1)[CH3:19])[CH3:13].Cl. (5) Given the product [N:1]1[CH:8]=[C:11]([CH2:10][C:12]2[CH:22]=[CH:21][C:15]3[N:16]=[C:17]([S:19][CH3:20])[S:18][C:14]=3[CH:13]=2)[N:3]2[CH:4]=[CH:5][CH:6]=[CH:7][C:2]=12, predict the reactants needed to synthesize it. The reactants are: [NH2:1][C:2]1[CH:7]=[CH:6][CH:5]=[CH:4][N:3]=1.[CH2:8]=O.[C:10]([C:12]1[CH:22]=[CH:21][C:15]2[N:16]=[C:17]([S:19][CH3:20])[S:18][C:14]=2[CH:13]=1)#[CH:11]. (6) The reactants are: [Cl:1][C:2]1[CH:7]=[CH:6][CH:5]=[CH:4][C:3]=1[N:8]=[C:9]=[O:10].Cl[C:12]1[CH:17]=[CH:16][CH:15]=[C:14]([CH3:18])[C:13]=1N=C=O.[CH:22]1[CH:27]=[CH:26][C:25]([C@H:28]([NH:32][C:33]([O:35]CC2C3C(=CC=CC=3)C3C2=CC=CC=3)=O)[C:29]([OH:31])=[O:30])=[CH:24][CH:23]=1.C1CC[CH:53]([C@H:56]([NH:60]C(OCC2C3C(=CC=CC=3)C3C2=CC=CC=3)=O)[C:57](O)=O)CC1. Given the product [Cl:1][C:2]1[CH:7]=[CH:6][CH:5]=[CH:4][C:3]=1[NH:8][C:9]([NH:60][C:56]1[C:53]([C:33]([NH:32][CH:28]([C:25]2[CH:24]=[CH:23][CH:22]=[CH:27][CH:26]=2)[C:29]([OH:31])=[O:30])=[O:35])=[CH:18][C:14]2[C:13]([CH:57]=1)=[CH:12][CH:17]=[CH:16][CH:15]=2)=[O:10], predict the reactants needed to synthesize it. (7) The reactants are: [F:1][C:2]1[CH:22]=[CH:21][CH:20]=[CH:19][C:3]=1[C:4]([C:6]1[C:13]([N+:14]([O-:16])=[O:15])=[C:12]([OH:17])[C:11]([OH:18])=[CH:10][C:7]=1[C:8]#[N:9])=[O:5].O1CCCC1.[C:28](Cl)(=[O:32])[O:29][CH2:30][CH3:31].C(N(CC)CC)C.[C:41]([O:44][CH2:45][CH3:46])(=[O:43])C. Given the product [CH2:30]([O:29][C:28]([O:17][C:12]1[C:11]([O:18][C:41]([O:44][CH2:45][CH3:46])=[O:43])=[CH:10][C:7]([C:8]#[N:9])=[C:6]([C:4](=[O:5])[C:3]2[CH:19]=[CH:20][CH:21]=[CH:22][C:2]=2[F:1])[C:13]=1[N+:14]([O-:16])=[O:15])=[O:32])[CH3:31], predict the reactants needed to synthesize it.